From a dataset of Forward reaction prediction with 1.9M reactions from USPTO patents (1976-2016). Predict the product of the given reaction. (1) The product is: [C:1]([O:4][C@H:5]1[O:51][C@@H:50]([CH2:52][O:53][C:54](=[O:56])[CH3:55])[C@@H:45]([O:46][C:47](=[O:49])[CH3:48])[C@H:40]([O:41][C:42](=[O:44])[CH3:43])[C@@H:6]1[O:7][C@H:8]1[O:34][C@H:33]([CH2:35][O:36][C:37](=[O:39])[CH3:38])[C@@H:28]([O:29][C:30](=[O:32])[CH3:31])[C@H:14]([O:15][C:16](=[O:27])[NH:17][CH3:18])[C@@H:9]1[O:10][C:11](=[O:13])[CH3:12])(=[O:3])[CH3:2]. Given the reactants [C:1]([O:4][C@H:5]1[O:51][C@@H:50]([CH2:52][O:53][C:54](=[O:56])[CH3:55])[C@@H:45]([O:46][C:47](=[O:49])[CH3:48])[C@H:40]([O:41][C:42](=[O:44])[CH3:43])[C@@H:6]1[O:7][C@H:8]1[O:34][C@H:33]([CH2:35][O:36][C:37](=[O:39])[CH3:38])[C@@H:28]([O:29][C:30](=[O:32])[CH3:31])[C@H:14]([O:15][C:16](=[O:27])[NH:17][C:18]2C=CC([N+]([O-])=O)=CC=2)[C@@H:9]1[O:10][C:11](=[O:13])[CH3:12])(=[O:3])[CH3:2].CN, predict the reaction product. (2) Given the reactants [F:1][C:2]1[CH:7]=[CH:6][CH:5]=[C:4](I)[C:3]=1[O:9][CH3:10].[S:11]1[CH:15]=[CH:14][C:13](B(O)O)=[CH:12]1, predict the reaction product. The product is: [F:1][C:2]1[CH:7]=[CH:6][CH:5]=[C:4]([C:13]2[CH:14]=[CH:15][S:11][CH:12]=2)[C:3]=1[O:9][CH3:10]. (3) Given the reactants [Cl:1][C:2]1[N:10]=[C:9]2[C:5]([NH:6][CH:7]=[N:8]2)=[C:4]([Cl:11])[N:3]=1.[O:12]1[CH:17]=[CH:16][CH2:15][CH2:14][CH2:13]1, predict the reaction product. The product is: [Cl:1][C:2]1[N:10]=[C:9]2[C:5]([N:6]=[CH:7][N:8]2[CH:13]2[CH2:14][CH2:15][CH2:16][CH2:17][O:12]2)=[C:4]([Cl:11])[N:3]=1. (4) Given the reactants [OH-].[Na+].C(O)C.[CH3:6][O:7][C:8]1[CH:32]=[CH:31][C:11]([C:12]([NH:14][C:15]2[CH:24]=[C:23]([C:25]3[CH:30]=[CH:29][CH:28]=[CH:27][CH:26]=3)[CH:22]=[CH:21][C:16]=2[C:17]([O:19]C)=[O:18])=[O:13])=[CH:10][CH:9]=1.Cl, predict the reaction product. The product is: [CH3:6][O:7][C:8]1[CH:9]=[CH:10][C:11]([C:12]([NH:14][C:15]2[CH:24]=[C:23]([C:25]3[CH:26]=[CH:27][CH:28]=[CH:29][CH:30]=3)[CH:22]=[CH:21][C:16]=2[C:17]([OH:19])=[O:18])=[O:13])=[CH:31][CH:32]=1. (5) Given the reactants Cl.[NH2:2][CH:3]([CH2:23][C:24]1[CH:29]=[C:28]([F:30])[CH:27]=[C:26]([F:31])[CH:25]=1)[CH:4]([OH:22])[CH2:5][NH:6][CH:7]1[C:16]2[C:11](=[CH:12][CH:13]=[C:14]([CH2:17][C:18]([CH3:21])([CH3:20])[CH3:19])[CH:15]=2)[CH2:10][CH2:9][CH2:8]1.C(N(CC)C(C)C)(C)C.[F:41][CH2:42][C:43]([O-])=[O:44].[Na+].CN(C(ON1N=NC2C=CC=CC1=2)=[N+](C)C)C.F[P-](F)(F)(F)(F)F, predict the reaction product. The product is: [F:31][C:26]1[CH:25]=[C:24]([CH:29]=[C:28]([F:30])[CH:27]=1)[CH2:23][CH:3]([NH:2][C:43](=[O:44])[CH2:42][F:41])[CH:4]([OH:22])[CH2:5][NH:6][CH:7]1[C:16]2[C:11](=[CH:12][CH:13]=[C:14]([CH2:17][C:18]([CH3:20])([CH3:21])[CH3:19])[CH:15]=2)[CH2:10][CH2:9][CH2:8]1. (6) Given the reactants C([Li])CCC.Br[C:7]1[CH:12]=[CH:11][CH:10]=[CH:9][N:8]=1.[C:13](OCC)(=[O:19])[C:14]([O:16][CH2:17][CH3:18])=[O:15], predict the reaction product. The product is: [O:19]=[C:13]([C:7]1[CH:12]=[CH:11][CH:10]=[CH:9][N:8]=1)[C:14]([O:16][CH2:17][CH3:18])=[O:15]. (7) The product is: [CH3:1][S:2]([C:5]1[CH:10]=[C:9]([CH2:11][NH:12][S:32]([C:30]2[S:31][C:27]([Cl:26])=[CH:28][CH:29]=2)(=[O:34])=[O:33])[N:8]=[C:7]([C:13]2[CH:18]=[CH:17][CH:16]=[CH:15][N:14]=2)[CH:6]=1)(=[O:3])=[O:4]. Given the reactants [CH3:1][S:2]([C:5]1[CH:10]=[C:9]([CH2:11][NH2:12])[N:8]=[C:7]([C:13]2[CH:18]=[CH:17][CH:16]=[CH:15][N:14]=2)[CH:6]=1)(=[O:4])=[O:3].C(N(CC)CC)C.[Cl:26][C:27]1[S:31][C:30]([S:32](Cl)(=[O:34])=[O:33])=[CH:29][CH:28]=1, predict the reaction product. (8) Given the reactants C(O[C:9]([N:11](C)[C@H:12]([CH2:30][O:31][Si:32]([C:35]([CH3:38])([CH3:37])[CH3:36])([CH3:34])[CH3:33])[CH2:13][CH2:14][C:15]([N:17]1[CH2:22][CH2:21][N:20]([C:23]([O:25][C:26]([CH3:29])([CH3:28])[CH3:27])=[O:24])[CH2:19][CH2:18]1)=[O:16])=O)C1C=CC=CC=1, predict the reaction product. The product is: [Si:32]([O:31][CH2:30][C@@H:12]([NH:11][CH3:9])[CH2:13][CH2:14][C:15]([N:17]1[CH2:22][CH2:21][N:20]([C:23]([O:25][C:26]([CH3:29])([CH3:28])[CH3:27])=[O:24])[CH2:19][CH2:18]1)=[O:16])([C:35]([CH3:38])([CH3:37])[CH3:36])([CH3:34])[CH3:33].